Dataset: Forward reaction prediction with 1.9M reactions from USPTO patents (1976-2016). Task: Predict the product of the given reaction. (1) Given the reactants [N:1]([CH2:4][CH2:5][O:6][CH:7]1[CH:12]([NH:13][C:14](=[O:16])[CH3:15])[CH:11]([OH:17])[CH:10]([OH:18])[CH:9]([CH2:19][OH:20])[O:8]1)=[N+]=[N-], predict the reaction product. The product is: [NH2:1][CH2:4][CH2:5][O:6][CH:7]1[CH:12]([NH:13][C:14](=[O:16])[CH3:15])[CH:11]([OH:17])[CH:10]([OH:18])[CH:9]([CH2:19][OH:20])[O:8]1. (2) Given the reactants [Li][CH2:2][CH2:3][CH2:4][CH3:5].[CH3:6][C:7]1[CH:22]=[CH:21][CH:20]=[CH:19][C:8]=1[CH2:9][O:10][C:11]1[CH:16]=CC(Br)=C[C:12]=1C.CN([CH:26]=[O:27])C, predict the reaction product. The product is: [CH3:5][C:4]1[CH:16]=[C:11]([O:10][CH2:9][C:8]2[CH:19]=[CH:20][CH:21]=[CH:22][C:7]=2[CH3:6])[CH:12]=[CH:2][C:3]=1[CH:26]=[O:27].